From a dataset of Full USPTO retrosynthesis dataset with 1.9M reactions from patents (1976-2016). Predict the reactants needed to synthesize the given product. (1) Given the product [C:1]([CH:3]1[CH2:8][CH:7]2[CH2:9][CH:4]1[CH:5]=[CH:6]2)#[N:2].[CH:10]1[CH2:14][CH2:13][CH2:12][CH:11]=1, predict the reactants needed to synthesize it. The reactants are: [C:1]([CH:3]1[CH2:8][CH:7]2[CH2:9][CH:4]1[CH:5]=[CH:6]2)#[N:2].[CH:10]1[CH2:14][CH2:13][CH2:12][CH:11]=1. (2) The reactants are: Br[C:2]1[N:7]=[C:6]([CH3:8])[C:5]([C:9]([N:11]2[CH2:16][CH2:15][N:14]([C:17]3[C:22]([CH:23]4[CH2:25][CH2:24]4)=[CH:21][C:20]([CH:26]4[CH2:28][CH2:27]4)=[CH:19][N:18]=3)[CH2:13][CH2:12]2)=[O:10])=[CH:4][CH:3]=1.[CH3:29][CH:30]1[NH:34][C:33](=[O:35])[CH2:32][CH2:31]1. Given the product [CH:23]1([C:22]2[C:17]([N:14]3[CH2:15][CH2:16][N:11]([C:9]([C:5]4[CH:4]=[CH:3][C:2]([N:34]5[CH:30]([CH3:29])[CH2:31][CH2:32][C:33]5=[O:35])=[N:7][C:6]=4[CH3:8])=[O:10])[CH2:12][CH2:13]3)=[N:18][CH:19]=[C:20]([CH:26]3[CH2:28][CH2:27]3)[CH:21]=2)[CH2:25][CH2:24]1, predict the reactants needed to synthesize it. (3) Given the product [CH3:9][N:8]1[C:3]2=[N:4][CH:5]=[CH:6][CH:7]=[C:2]2[N:1]=[C:12]1[C:13]([Cl:16])([Cl:15])[Cl:14], predict the reactants needed to synthesize it. The reactants are: [NH2:1][C:2]1[C:3]([NH:8][CH3:9])=[N:4][CH:5]=[CH:6][CH:7]=1.CO[C:12](=N)[C:13]([Cl:16])([Cl:15])[Cl:14].